This data is from Full USPTO retrosynthesis dataset with 1.9M reactions from patents (1976-2016). The task is: Predict the reactants needed to synthesize the given product. (1) Given the product [C:8]([O:12][C:13](=[O:32])[NH:14][C@H:15]([C:19]1[CH:20]=[C:21]([C:25]2[CH:30]=[CH:29][N:28]=[CH:27][C:26]=2[NH:31][C:3](=[O:4])[C@H:2]([CH3:1])[CH:6]=[CH2:7])[CH:22]=[N:23][CH:24]=1)[CH2:16][CH:17]=[CH2:18])([CH3:9])([CH3:10])[CH3:11], predict the reactants needed to synthesize it. The reactants are: [CH3:1][C@H:2]([CH:6]=[CH2:7])[C:3](O)=[O:4].[C:8]([O:12][C:13](=[O:32])[NH:14][C@H:15]([C:19]1[CH:20]=[C:21]([C:25]2[CH:30]=[CH:29][N:28]=[CH:27][C:26]=2[NH2:31])[CH:22]=[N:23][CH:24]=1)[CH2:16][CH:17]=[CH2:18])([CH3:11])([CH3:10])[CH3:9].N1C=CC=CC=1.C(P1(=O)OP(CCC)(=O)OP(CCC)(=O)O1)CC. (2) Given the product [C:18]([C:2]1[CH:3]=[C:4]([CH2:8][CH2:9][NH:10][C:11](=[O:17])[O:12][C:13]([CH3:16])([CH3:15])[CH3:14])[CH:5]=[CH:6][CH:7]=1)#[N:19], predict the reactants needed to synthesize it. The reactants are: Br[C:2]1[CH:3]=[C:4]([CH2:8][CH2:9][NH:10][C:11](=[O:17])[O:12][C:13]([CH3:16])([CH3:15])[CH3:14])[CH:5]=[CH:6][CH:7]=1.[CH3:18][N:19](C=O)C.